From a dataset of Catalyst prediction with 721,799 reactions and 888 catalyst types from USPTO. Predict which catalyst facilitates the given reaction. Reactant: [CH3:1][O:2][CH2:3][CH2:4][O:5][C:6]1[CH:11]=[CH:10][C:9]([NH:12][C:13]2[N:21]=[C:20]3[C:16]([NH:17][C:18](=[O:36])[N:19]3[C:22]3[CH:23]=[C:24]([NH:28]C(=O)OC(C)(C)C)[CH:25]=[CH:26][CH:27]=3)=[CH:15][N:14]=2)=[CH:8][CH:7]=1.C(O)(C(F)(F)F)=O. Product: [NH2:28][C:24]1[CH:23]=[C:22]([N:19]2[C:18](=[O:36])[NH:17][C:16]3[C:20]2=[N:21][C:13]([NH:12][C:9]2[CH:10]=[CH:11][C:6]([O:5][CH2:4][CH2:3][O:2][CH3:1])=[CH:7][CH:8]=2)=[N:14][CH:15]=3)[CH:27]=[CH:26][CH:25]=1. The catalyst class is: 2.